From a dataset of Reaction yield outcomes from USPTO patents with 853,638 reactions. Predict the reaction yield, written as a fraction of the theoretical maximum amount of product (1.0 means a 100% yield; for example, 0.34 means a 34% yield). (1) The reactants are CCN=C=NCCCN(C)C.[Cl:12][C:13]1[CH:34]=[CH:33][C:16]([C:17]([N:19]([CH3:32])[C:20]2[CH:31]=[CH:30][CH:29]=[CH:28][C:21]=2[O:22][CH2:23][CH2:24][C:25](O)=[O:26])=[O:18])=[CH:15][C:14]=1[C:35]1[CH:36]=[N:37][C:38]([C:43]([F:46])([F:45])[F:44])=[CH:39][C:40]=1[C:41]#[N:42].[C:47]([O:51][C:52]([CH3:55])([CH3:54])[CH3:53])(=[O:50])[NH:48][NH2:49].C1C=CC2N(O)N=NC=2C=1.C([O-])([O-])=O.[Na+].[Na+]. The catalyst is CN(C=O)C.ClCCl. The product is [C:52]([O:51][C:47]([NH:48][NH:49][C:25](=[O:26])[CH2:24][CH2:23][O:22][C:21]1[CH:28]=[CH:29][CH:30]=[CH:31][C:20]=1[N:19]([C:17](=[O:18])[C:16]1[CH:33]=[CH:34][C:13]([Cl:12])=[C:14]([C:35]2[CH:36]=[N:37][C:38]([C:43]([F:44])([F:46])[F:45])=[CH:39][C:40]=2[C:41]#[N:42])[CH:15]=1)[CH3:32])=[O:50])([CH3:55])([CH3:54])[CH3:53]. The yield is 0.940. (2) The reactants are [Br:1][C:2]1[S:6][C:5]([C:7](Cl)=[O:8])=[CH:4][CH:3]=1.[CH3:10][NH:11][C:12]1[CH:17]=[CH:16][CH:15]=[C:14]([CH3:18])[CH:13]=1.C(N(CC)CC)C. No catalyst specified. The product is [Br:1][C:2]1[S:6][C:5]([C:7]([N:11]([CH3:10])[C:12]2[CH:13]=[C:14]([CH3:18])[CH:15]=[CH:16][CH:17]=2)=[O:8])=[CH:4][CH:3]=1. The yield is 0.970.